Dataset: Full USPTO retrosynthesis dataset with 1.9M reactions from patents (1976-2016). Task: Predict the reactants needed to synthesize the given product. (1) Given the product [CH3:1][C:2]1[NH:7][C:6](=[O:8])[C:5]([C:9]#[N:10])=[C:4]([C:11]([F:14])([F:12])[F:13])[CH:3]=1.[F:15][C:3]1[C:4]([C:11]([F:14])([F:12])[F:13])=[C:5]([C:9]#[N:10])[C:6](=[O:8])[NH:7][C:2]=1[CH3:1], predict the reactants needed to synthesize it. The reactants are: [CH3:1][C:2]1[NH:7][C:6](=[O:8])[C:5]([C:9]#[N:10])=[C:4]([C:11]([F:14])([F:13])[F:12])[CH:3]=1.[F:15]C1C(C(C)C)=C(C#N)C(=O)NC=1C. (2) Given the product [CH2:1]([CH:5]1[CH2:13][C:12]2[C:7](=[C:8]([C:16]3[CH:21]=[CH:20][CH:19]=[CH:18][CH:17]=3)[CH:9]=[CH:10][CH:11]=2)[C:6]1=[O:15])[CH2:2][CH2:3][CH3:4], predict the reactants needed to synthesize it. The reactants are: [CH2:1]([CH:5]1[CH2:13][C:12]2[C:7](=[C:8](Cl)[CH:9]=[CH:10][CH:11]=2)[C:6]1=[O:15])[CH2:2][CH2:3][CH3:4].[C:16]1(B(O)O)[CH:21]=[CH:20][CH:19]=[CH:18][CH:17]=1.C(=O)([O-])[O-].[Na+].[Na+].O. (3) The reactants are: [H-].[Na+].[Cl:3][C:4]1[N:9]=[C:8]([CH2:10][S:11]([CH:14]2[CH2:16][CH2:15]2)(=[O:13])=[O:12])[CH:7]=[C:6]([N:17]2[CH2:22][CH2:21][O:20][CH2:19][C@@H:18]2[CH3:23])[N:5]=1.Cl.[CH2:25]([N:32]([CH2:36][CH2:37]Cl)[CH2:33][CH2:34]Cl)[C:26]1[CH:31]=[CH:30][CH:29]=[CH:28][CH:27]=1. Given the product [CH2:25]([N:32]1[CH2:36][CH2:37][C:10]([C:8]2[CH:7]=[C:6]([N:17]3[CH2:22][CH2:21][O:20][CH2:19][C@@H:18]3[CH3:23])[N:5]=[C:4]([Cl:3])[N:9]=2)([S:11]([CH:14]2[CH2:16][CH2:15]2)(=[O:13])=[O:12])[CH2:34][CH2:33]1)[C:26]1[CH:31]=[CH:30][CH:29]=[CH:28][CH:27]=1, predict the reactants needed to synthesize it. (4) Given the product [F:17][C@H:1]1[C@H:5]([OH:6])[CH2:4][C@@H:3]([C:7]([O:9][CH3:10])=[O:8])[CH2:2]1, predict the reactants needed to synthesize it. The reactants are: [C@@H:1]12[O:6][C@@H:5]1[CH2:4][CH:3]([C:7]([O:9][CH3:10])=[O:8])[CH2:2]2.N1C=CC=CC=1.[FH:17]. (5) Given the product [CH:1]([N:4]1[CH2:9][CH2:8][CH:7]([O:10][C:11]2[CH:19]=[CH:18][C:17]3[N:16]4[CH2:20][CH2:21][N:22]([CH2:29][C:30]5[CH:31]=[N:32][CH:33]=[CH:34][CH:35]=5)[C:23](=[O:24])[C:15]4=[CH:14][C:13]=3[CH:12]=2)[CH2:6][CH2:5]1)([CH3:3])[CH3:2], predict the reactants needed to synthesize it. The reactants are: [CH:1]([N:4]1[CH2:9][CH2:8][CH:7]([O:10][C:11]2[CH:19]=[CH:18][C:17]3[N:16]4[CH2:20][CH2:21][NH:22][C:23](=[O:24])[C:15]4=[CH:14][C:13]=3[CH:12]=2)[CH2:6][CH2:5]1)([CH3:3])[CH3:2].[H-].[Na+].Cl.Cl[CH2:29][C:30]1[CH:31]=[N:32][CH:33]=[CH:34][CH:35]=1. (6) Given the product [F:14][C:8]1[CH:9]=[CH:10][CH:11]=[C:12]([F:13])[C:7]=1[C:5]1[O:6][C:2]([C:22]2[CH:23]=[CH:24][C:19]([OH:18])=[CH:20][CH:21]=2)=[C:3]([C:15]([NH2:17])=[O:16])[N:4]=1, predict the reactants needed to synthesize it. The reactants are: Br[C:2]1[O:6][C:5]([C:7]2[C:12]([F:13])=[CH:11][CH:10]=[CH:9][C:8]=2[F:14])=[N:4][C:3]=1[C:15]([NH2:17])=[O:16].[OH:18][C:19]1[CH:24]=[CH:23][C:22](B(O)O)=[CH:21][CH:20]=1.C([O-])([O-])=O.[Na+].[Na+].